This data is from Forward reaction prediction with 1.9M reactions from USPTO patents (1976-2016). The task is: Predict the product of the given reaction. (1) Given the reactants [NH2:1][C:2]1[CH:7]=[CH:6][C:5]([N:8]2[C:16]3[C:11](=[CH:12][CH:13]=[CH:14][CH:15]=3)[C:10]([N:17]3[CH2:22][CH2:21][N:20](C(OC(C)(C)C)=O)[CH2:19][CH2:18]3)=[N:9]2)=[CH:4][CH:3]=1.O=C(Cl)[O:32][C:33](Cl)(Cl)Cl.C(N(CC)CC)C.[N:45]1[CH:50]=[CH:49][CH:48]=[C:47]([CH2:51][NH2:52])[CH:46]=1.C(O)(C(F)(F)F)=O, predict the reaction product. The product is: [N:17]1([C:10]2[C:11]3[C:16](=[CH:15][CH:14]=[CH:13][CH:12]=3)[N:8]([C:5]3[CH:4]=[CH:3][C:2]([NH:1][C:33]([NH:52][CH2:51][C:47]4[CH:46]=[N:45][CH:50]=[CH:49][CH:48]=4)=[O:32])=[CH:7][CH:6]=3)[N:9]=2)[CH2:18][CH2:19][NH:20][CH2:21][CH2:22]1. (2) The product is: [NH2:17][C:15]1[CH:14]=[C:13]([Cl:18])[N:12]=[C:11]([NH:1][C:2]2[CH:9]=[CH:8][C:5]([C:6]#[N:7])=[CH:4][CH:3]=2)[N:16]=1. Given the reactants [NH2:1][C:2]1[CH:9]=[CH:8][C:5]([C:6]#[N:7])=[CH:4][CH:3]=1.Cl[C:11]1[N:16]=[C:15]([NH2:17])[CH:14]=[C:13]([Cl:18])[N:12]=1.Cl, predict the reaction product. (3) Given the reactants [C:1]([C:4]1[CH:5]=[C:6]([C:30]2[CH:35]=[CH:34][C:33]([CH2:36][N:37]3[CH2:42][CH2:41][O:40][CH2:39][CH2:38]3)=[C:32]([CH3:43])[CH:31]=2)[CH:7]=[C:8]2[C:16]=1[NH:15][C:14]1[CH:13]=[C:12]([C:17]3[CH2:22][CH2:21][N:20]([C:23]([O:25][C:26]([CH3:29])([CH3:28])[CH3:27])=[O:24])[CH2:19][CH:18]=3)[CH:11]=[CH:10][C:9]2=1)(=[O:3])[NH2:2], predict the reaction product. The product is: [C:1]([C:4]1[CH:5]=[C:6]([C:30]2[CH:35]=[CH:34][C:33]([CH2:36][N:37]3[CH2:38][CH2:39][O:40][CH2:41][CH2:42]3)=[C:32]([CH3:43])[CH:31]=2)[CH:7]=[C:8]2[C:16]=1[NH:15][C:14]1[CH:13]=[C:12]([CH:17]3[CH2:22][CH2:21][N:20]([C:23]([O:25][C:26]([CH3:29])([CH3:28])[CH3:27])=[O:24])[CH2:19][CH2:18]3)[CH:11]=[CH:10][C:9]2=1)(=[O:3])[NH2:2]. (4) Given the reactants [C:1]([S:5][C:6]1[C:14]2[C:9](=[CH:10][CH:11]=[C:12](OCC3C=CC4C(=CC=CC=4)N=3)[CH:13]=2)[N:8]([CH2:27][C:28]2[CH:33]=[CH:32][C:31]([Cl:34])=[CH:30][CH:29]=2)[C:7]=1[CH2:35][C:36]([C:39]1[O:43]C(N)=N[N:40]=1)([CH3:38])[CH3:37])([CH3:4])([CH3:3])[CH3:2].C(S[C:50]1C2[C:53](=CC=C(OCC3C=CC4C(=CC=CC=4)N=3)C=2)[N:52]([CH2:71]C2C=CC(Cl)=CC=2)[C:51]=1CC(C)(C)C(NC1SC=CN=1)=O)(C)(C)C.[C:91](SC1C2C(=CC=C(OCC3C=CC4C(=CC=CC=4)N=3)C=2)N(CC2C=CC(Cl)=CC=2)C=1CC(C)(C)C(NC=O)=O)(C)([CH3:93])[CH3:92].C(SC1C2C(=CC=C(OC(C3C=CC4C(=CC=CC=4)N=3)CC3C=CC(Cl)=CC=3)C=2)NC=1CC(C)(C1N=C(C)ON=1)C)(C)(C)C.C(SC1C2C(=CC=C(OCC3C=CC4C(=CC=CC=4)N=3)C=2)N(CC2C=CC(Cl)=CC=2)C=1CC(C)(C)C(NC1C=NC=CC=1)=O)(C)(C)C.C(SC1C2C(=CC=C(OCC3C=CC4C(=CC=CC=4)N=3)C=2)N(CC2C=CC(Cl)=CC=2)C=1CC(C)(C)C(NC1C=NC=CN=1)=O)(C)(C)C, predict the reaction product. The product is: [C:1]([S:5][C:6]1[C:14]2[C:9](=[CH:10][CH:11]=[C:12]([CH:91]([CH3:93])[CH3:92])[CH:13]=2)[N:8]([CH2:27][C:28]2[CH:29]=[CH:30][C:31]([Cl:34])=[CH:32][CH:33]=2)[C:7]=1[CH2:35][C:36]([CH3:38])([CH3:37])[C:39]([NH:40][CH2:50][CH2:51][N:52]([CH3:71])[CH3:53])=[O:43])([CH3:4])([CH3:2])[CH3:3].